Dataset: Forward reaction prediction with 1.9M reactions from USPTO patents (1976-2016). Task: Predict the product of the given reaction. (1) The product is: [OH:22][CH2:21][CH2:20][O:19][CH2:18][CH2:17][NH:16][C:9](=[O:10])[O:11][C:12]([CH3:13])([CH3:14])[CH3:15]. Given the reactants [CH3:13][C:12]([O:11][C:9](O[C:9]([O:11][C:12]([CH3:15])([CH3:14])[CH3:13])=[O:10])=[O:10])([CH3:15])[CH3:14].[NH2:16][CH2:17][CH2:18][O:19][CH2:20][CH2:21][OH:22].CCN(CC)CC, predict the reaction product. (2) Given the reactants [Si:1]([O:18][CH2:19][C:20]1([C:26]([OH:28])=O)[CH2:25][CH2:24][CH2:23][CH2:22][CH2:21]1)([C:14]([CH3:17])([CH3:16])[CH3:15])([C:8]1[CH:13]=[CH:12][CH:11]=[CH:10][CH:9]=1)[C:2]1[CH:7]=[CH:6][CH:5]=[CH:4][CH:3]=1.CN.O[N:32]1[C:36]2C=CC=CC=2N=N1.Cl.C(N=C=NCCCN(C)C)C.[Cl-].[NH4+], predict the reaction product. The product is: [Si:1]([O:18][CH2:19][C:20]1([C:26]([NH:32][CH3:36])=[O:28])[CH2:25][CH2:24][CH2:23][CH2:22][CH2:21]1)([C:14]([CH3:17])([CH3:16])[CH3:15])([C:8]1[CH:13]=[CH:12][CH:11]=[CH:10][CH:9]=1)[C:2]1[CH:7]=[CH:6][CH:5]=[CH:4][CH:3]=1. (3) Given the reactants [F:1][CH:2]([F:28])[O:3][C:4]1[CH:5]=[C:6]([C:11]2[O:12][C:13]3[CH:18]=[C:17]([O:19][CH2:20][C@@H:21]([NH:23][C:24](=[O:26])[CH3:25])[CH3:22])[N:16]=[CH:15][C:14]=3[N:27]=2)[CH:7]=[CH:8][C:9]=1[OH:10].Br[CH2:30][CH:31]1[CH2:33][C:32]1([F:35])[F:34], predict the reaction product. The product is: [F:34][C:32]1([F:35])[CH2:33][CH:31]1[CH2:30][O:10][C:9]1[CH:8]=[CH:7][C:6]([C:11]2[O:12][C:13]3[CH:18]=[C:17]([O:19][CH2:20][C@@H:21]([NH:23][C:24](=[O:26])[CH3:25])[CH3:22])[N:16]=[CH:15][C:14]=3[N:27]=2)=[CH:5][C:4]=1[O:3][CH:2]([F:1])[F:28]. (4) Given the reactants C([O:8][C:9]1[C:10]([N+:21]([O-])=O)=[N:11][C:12]([C:15]2[CH:20]=[CH:19][CH:18]=[CH:17][CH:16]=2)=[CH:13][CH:14]=1)C1C=CC=CC=1, predict the reaction product. The product is: [NH2:21][C:10]1[C:9]([OH:8])=[CH:14][CH:13]=[C:12]([C:15]2[CH:20]=[CH:19][CH:18]=[CH:17][CH:16]=2)[N:11]=1. (5) Given the reactants [C:1]1([CH:7]([C:30]2[CH:35]=[CH:34][CH:33]=[CH:32][CH:31]=2)[N:8]2[C:16]3[C:11](=[CH:12][C:13]([F:17])=[CH:14][CH:15]=3)[C:10](O)([C:18]3[C:19]([OH:27])=[CH:20][C:21]4[O:25][CH2:24][CH2:23][C:22]=4[CH:26]=3)[C:9]2=[O:29])[CH:6]=[CH:5][CH:4]=[CH:3][CH:2]=1.ClC1C=CC=C2C=1C(O)(C1C(O)=CC3OCCC=3C=1)C(=O)N2C(C1C=CC=CC=1)C1C=CC=CC=1, predict the reaction product. The product is: [C:30]1([CH:7]([C:1]2[CH:2]=[CH:3][CH:4]=[CH:5][CH:6]=2)[N:8]2[C:16]3[C:11](=[CH:12][C:13]([F:17])=[CH:14][CH:15]=3)[CH:10]([C:18]3[C:19]([OH:27])=[CH:20][C:21]4[O:25][CH2:24][CH2:23][C:22]=4[CH:26]=3)[C:9]2=[O:29])[CH:31]=[CH:32][CH:33]=[CH:34][CH:35]=1.